From a dataset of Forward reaction prediction with 1.9M reactions from USPTO patents (1976-2016). Predict the product of the given reaction. (1) Given the reactants CO[CH:3]=[C:4]1[C:13]2[C:8](=[CH:9][CH:10]=[CH:11][CH:12]=2)[C:7](=[O:14])[NH:6][C:5]1=[O:15].[N:16]1([C:22]2[CH:27]=[CH:26][C:25]([NH2:28])=[CH:24][CH:23]=2)[CH2:21][CH2:20][O:19][CH2:18][CH2:17]1, predict the reaction product. The product is: [N:16]1([C:22]2[CH:23]=[CH:24][C:25]([NH:28]/[CH:3]=[C:4]3\[C:5](=[O:15])[NH:6][C:7](=[O:14])[C:8]4[C:13]\3=[CH:12][CH:11]=[CH:10][CH:9]=4)=[CH:26][CH:27]=2)[CH2:17][CH2:18][O:19][CH2:20][CH2:21]1. (2) Given the reactants [CH3:1][O:2][C:3]([C:5]1[CH:6]=[C:7]2[C:12](=[CH:13][CH:14]=1)[NH:11][CH:10]([C:15]1[CH:20]=[CH:19][C:18]([N+:21]([O-])=O)=[CH:17][CH:16]=1)[C:9]([CH3:25])([CH3:24])[CH2:8]2)=[O:4], predict the reaction product. The product is: [NH2:21][C:18]1[CH:17]=[CH:16][C:15]([CH:10]2[C:9]([CH3:24])([CH3:25])[CH2:8][C:7]3[C:12](=[CH:13][CH:14]=[C:5]([C:3]([O:2][CH3:1])=[O:4])[CH:6]=3)[NH:11]2)=[CH:20][CH:19]=1. (3) Given the reactants [CH2:1]=[CH:2][CH2:3][N:4]1[C@@H:21]2[CH2:22][C:9]3[CH:10]=[CH:11][C:12]([OH:24])=[C:13]4[O:14][C@H:15]5[C:16]([CH2:18][CH2:19][C@:20]2([OH:23])[C@:7]5([C:8]=34)[CH2:6][CH2:5]1)=[O:17].Cl, predict the reaction product. The product is: [CH2:1]=[CH:2][CH2:3][N:4]1[C@@H:21]2[CH2:22][C:9]3[CH:10]=[CH:11][C:12]([OH:24])=[C:13]4[O:14][C@H:15]5[C:16]([CH2:18][CH2:19][C@:20]2([OH:23])[C@:7]5([C:8]=34)[CH2:6][CH2:5]1)=[O:17]. (4) Given the reactants [OH:1][C@H:2]1[CH2:7][CH2:6][C@H:5]([N:8]2[C:13](=[O:14])[C:12]([CH2:15][C:16]3[CH:21]=[CH:20][C:19]([C:22]4[C:23]([C:28]#[N:29])=[CH:24][CH:25]=[CH:26][CH:27]=4)=[CH:18][CH:17]=3)=[C:11]([CH2:30][CH2:31][CH3:32])[N:10]3[N:33]=[CH:34][N:35]=[C:9]23)[CH2:4][CH2:3]1.[CH2:36]([O:38][C:39](=[O:45])[C:40](=[N+]=[N-])[CH2:41][CH3:42])[CH3:37].O, predict the reaction product. The product is: [C:28]([C:23]1[CH:24]=[CH:25][CH:26]=[CH:27][C:22]=1[C:19]1[CH:20]=[CH:21][C:16]([CH2:15][C:12]2[C:13](=[O:14])[N:8]([C@H:5]3[CH2:6][CH2:7][C@H:2]([O:1][CH:40]([CH2:41][CH3:42])[C:39]([O:38][CH2:36][CH3:37])=[O:45])[CH2:3][CH2:4]3)[C:9]3[N:10]([N:33]=[CH:34][N:35]=3)[C:11]=2[CH2:30][CH2:31][CH3:32])=[CH:17][CH:18]=1)#[N:29].